Dataset: Reaction yield outcomes from USPTO patents with 853,638 reactions. Task: Predict the reaction yield, written as a fraction of the theoretical maximum amount of product (1.0 means a 100% yield; for example, 0.34 means a 34% yield). (1) The reactants are [OH:1][CH:2]([C:4]1[CH:38]=[CH:37][C:7]([CH2:8][N:9]2[C:14](=[O:15])[C:13]([CH2:16][C:17]3[CH:22]=[CH:21][C:20]([C:23]4[C:24]([C:29]#[N:30])=[CH:25][CH:26]=[CH:27][CH:28]=4)=[CH:19][CH:18]=3)=[C:12]([CH2:31][CH2:32][CH3:33])[N:11]3[N:34]=[CH:35][N:36]=[C:10]23)=[CH:6][CH:5]=1)[CH3:3].N1C(C)=CC=CC=1C.O1CCCC1.FC(F)(F)S(O[Si:58]([C:61]([CH3:64])([CH3:63])[CH3:62])([CH3:60])[CH3:59])(=O)=O. The catalyst is C(OCC)(=O)C. The product is [Si:58]([O:1][CH:2]([C:4]1[CH:38]=[CH:37][C:7]([CH2:8][N:9]2[C:14](=[O:15])[C:13]([CH2:16][C:17]3[CH:22]=[CH:21][C:20]([C:23]4[C:24]([C:29]#[N:30])=[CH:25][CH:26]=[CH:27][CH:28]=4)=[CH:19][CH:18]=3)=[C:12]([CH2:31][CH2:32][CH3:33])[N:11]3[N:34]=[CH:35][N:36]=[C:10]23)=[CH:6][CH:5]=1)[CH3:3])([C:61]([CH3:64])([CH3:63])[CH3:62])([CH3:60])[CH3:59]. The yield is 1.00. (2) The reactants are [OH-].[Na+].C([O:11][CH:12]1[CH2:16][CH:15]([C:17]2[N:21]3[C:22]4[CH:28]=[CH:27][N:26]([CH2:29][O:30][CH2:31][CH2:32][Si:33]([CH3:36])([CH3:35])[CH3:34])[C:23]=4[N:24]=[CH:25][C:20]3=[N:19][N:18]=2)[CH:14]([CH2:37][CH3:38])[CH2:13]1)(=O)C1C=CC=CC=1. The catalyst is CO. The product is [CH2:37]([CH:14]1[CH:15]([C:17]2[N:21]3[C:22]4[CH:28]=[CH:27][N:26]([CH2:29][O:30][CH2:31][CH2:32][Si:33]([CH3:34])([CH3:36])[CH3:35])[C:23]=4[N:24]=[CH:25][C:20]3=[N:19][N:18]=2)[CH2:16][CH:12]([OH:11])[CH2:13]1)[CH3:38]. The yield is 0.980. (3) The product is [ClH:27].[F:1][C:2]1[CH:7]=[CH:6][CH:5]=[CH:4][C:3]=1[N:8]1[CH:12]=[CH:11][N:10]([CH:13]2[CH2:14][CH2:15][NH:16][CH2:17][CH2:18]2)[C:9]1=[O:26]. The yield is 0.460. The catalyst is C(OCC)(=O)C. The reactants are [F:1][C:2]1[CH:7]=[CH:6][CH:5]=[CH:4][C:3]=1[N:8]1[CH:12]=[CH:11][N:10]([CH:13]2[CH2:18][CH2:17][N:16](C(OC(C)(C)C)=O)[CH2:15][CH2:14]2)[C:9]1=[O:26].[ClH:27].O1CCOCC1. (4) The reactants are [F:1][C:2]1[CH:7]=[CH:6][C:5]([C:8]2[O:9][C:10]3[CH:20]=[C:19]([N:21]([CH3:26])[S:22]([CH3:25])(=[O:24])=[O:23])[C:18](B4OC(C)(C)C(C)(C)O4)=[CH:17][C:11]=3[C:12]=2[C:13]([NH:15][CH3:16])=[O:14])=[CH:4][CH:3]=1.Br[C:37]1[CH:52]=[N:51][C:40]2[NH:41][CH:42]([C:46]3[S:47][CH:48]=[CH:49][CH:50]=3)[NH:43][C:44](=[O:45])[C:39]=2[CH:38]=1. The catalyst is O1CCOCC1.C1C=CC(P(C2C=CC=CC=2)[C-]2C=CC=C2)=CC=1.C1C=CC(P(C2C=CC=CC=2)[C-]2C=CC=C2)=CC=1.Cl[Pd]Cl.[Fe+2]. The product is [F:1][C:2]1[CH:3]=[CH:4][C:5]([C:8]2[O:9][C:10]3[CH:20]=[C:19]([N:21]([CH3:26])[S:22]([CH3:25])(=[O:23])=[O:24])[C:18]([C:37]4[CH:52]=[N:51][C:40]5[NH:41][CH:42]([C:46]6[S:47][CH:48]=[CH:49][CH:50]=6)[NH:43][C:44](=[O:45])[C:39]=5[CH:38]=4)=[CH:17][C:11]=3[C:12]=2[C:13]([NH:15][CH3:16])=[O:14])=[CH:6][CH:7]=1. The yield is 0.220.